Predict which catalyst facilitates the given reaction. From a dataset of Catalyst prediction with 721,799 reactions and 888 catalyst types from USPTO. (1) Reactant: C([O:3][C:4]([CH2:6][C:7](=O)[CH2:8][C@H:9]1[CH2:14][CH2:13][C@H:12]([O:15][C:16]([N:18]2[CH2:27][CH2:26][C:25]3[C:20](=[CH:21][CH:22]=[C:23]([NH:28][C:29]([NH:31][C:32]4[CH:37]=[CH:36][CH:35]=[CH:34][C:33]=4[F:38])=[O:30])[CH:24]=3)[CH2:19]2)=[O:17])[CH2:11][CH2:10]1)=O)C.C(O)C.O.[NH2:44][NH2:45]. Product: [OH:3][C:4]1[CH:6]=[C:7]([CH2:8][C@H:9]2[CH2:10][CH2:11][C@H:12]([O:15][C:16]([N:18]3[CH2:19][CH2:20][C:25]4[C:26](=[CH:21][CH:22]=[C:23]([NH:28][C:29]([NH:31][C:32]5[CH:37]=[CH:36][CH:35]=[CH:34][C:33]=5[F:38])=[O:30])[CH:24]=4)[CH2:27]3)=[O:17])[CH2:13][CH2:14]2)[NH:44][N:45]=1. The catalyst class is: 740. (2) Reactant: [CH2:1]([C:3]1[CH:10]=[C:9]([OH:11])[CH:8]=[CH:7][C:4]=1[C:5]#[N:6])[CH3:2].CCN(C(C)C)C(C)C.[CH3:21][Si:22]([CH2:25][CH2:26][O:27][CH2:28]Cl)([CH3:24])[CH3:23]. Product: [CH2:1]([C:3]1[CH:10]=[C:9]([O:11][CH2:28][O:27][CH2:26][CH2:25][Si:22]([CH3:24])([CH3:23])[CH3:21])[CH:8]=[CH:7][C:4]=1[C:5]#[N:6])[CH3:2]. The catalyst class is: 4. (3) Product: [C:43]([NH:1][C:2]1[CH:11]=[C:10]([C:12](=[O:36])[NH:13][C@@:14]2([C:24]3[CH:29]=[CH:28][C:27]([O:30][C:31]([F:34])([F:33])[F:32])=[C:26]([F:35])[CH:25]=3)[C:19]3=[N:20][CH:21]=[CH:22][CH:23]=[C:18]3[O:17][CH2:16][CH2:15]2)[CH:9]=[CH:8][C:3]=1[C:4]([O:6][CH3:7])=[O:5])(=[O:45])[CH3:44]. Reactant: [NH2:1][C:2]1[CH:11]=[C:10]([C:12](=[O:36])[NH:13][C@@:14]2([C:24]3[CH:29]=[CH:28][C:27]([O:30][C:31]([F:34])([F:33])[F:32])=[C:26]([F:35])[CH:25]=3)[C:19]3=[N:20][CH:21]=[CH:22][CH:23]=[C:18]3[O:17][CH2:16][CH2:15]2)[CH:9]=[CH:8][C:3]=1[C:4]([O:6][CH3:7])=[O:5].N1C=CC=CC=1.[C:43](OC(=O)C)(=[O:45])[CH3:44]. The catalyst class is: 2. (4) Reactant: [Cl:1][C:2]1[CH:7]=[CH:6][CH:5]=[CH:4][C:3]=1[C:8]1[C:9]2[N:17]([CH3:18])[C:16](=[O:19])[C:15]([C:20]3[CH:21]=[C:22]([CH:26]=[CH:27][C:28]=3[CH3:29])[C:23](O)=[O:24])=[CH:14][C:10]=2[CH:11]=[N:12][N:13]=1.C(Cl)(=O)C(Cl)=O.[NH2:36][C:37]1[CH:41]=[CH:40][O:39][N:38]=1.C(N(CC)C(C)C)(C)C. Product: [Cl:1][C:2]1[CH:7]=[CH:6][CH:5]=[CH:4][C:3]=1[C:8]1[C:9]2[N:17]([CH3:18])[C:16](=[O:19])[C:15]([C:20]3[CH:21]=[C:22]([CH:26]=[CH:27][C:28]=3[CH3:29])[C:23]([NH:36][C:37]3[CH:41]=[CH:40][O:39][N:38]=3)=[O:24])=[CH:14][C:10]=2[CH:11]=[N:12][N:13]=1. The catalyst class is: 59. (5) Reactant: [C:1]1([C:7]2[O:11][C:10]([C:12]([N:14]3[CH2:17][CH:16]([O:18][C:19]4[CH:26]=[CH:25][C:22]([CH:23]=O)=[CH:21][CH:20]=4)[CH2:15]3)=[O:13])=[N:9][N:8]=2)[CH:6]=[CH:5][CH:4]=[CH:3][CH:2]=1.Cl.[CH2:28]1[C:31]2([CH2:35][CH2:34][CH2:33][O:32]2)[CH2:30][NH:29]1.C(N(CC)CC)C.[Na].C([O-])(O)=O.[Na+]. Product: [CH2:30]1[C:31]2([CH2:35][CH2:34][CH2:33][O:32]2)[CH2:28][N:29]1[CH2:23][C:22]1[CH:21]=[CH:20][C:19]([O:18][CH:16]2[CH2:15][N:14]([C:12]([C:10]3[O:11][C:7]([C:1]4[CH:6]=[CH:5][CH:4]=[CH:3][CH:2]=4)=[N:8][N:9]=3)=[O:13])[CH2:17]2)=[CH:26][CH:25]=1. The catalyst class is: 4. (6) Reactant: [O:1]1[CH2:6][CH2:5][CH2:4][CH2:3][CH:2]1[O:7][NH:8][C:9]([C:11]1[CH:20]=[C:19]2[C:14]([CH2:15][CH2:16][NH:17][CH2:18]2)=[CH:13][CH:12]=1)=[O:10].[O:21]1[CH2:25][CH2:24][CH:23]([C:26](O)=[O:27])[CH2:22]1.C1C=CC2N(O)N=NC=2C=1.C(Cl)CCl. Product: [O:21]1[CH2:25][CH2:24][CH:23]([C:26]([N:17]2[CH2:16][CH2:15][C:14]3[C:19](=[CH:20][C:11]([C:9]([NH:8][O:7][CH:2]4[CH2:3][CH2:4][CH2:5][CH2:6][O:1]4)=[O:10])=[CH:12][CH:13]=3)[CH2:18]2)=[O:27])[CH2:22]1. The catalyst class is: 338. (7) Reactant: [CH2:1]([N:3]([CH2:17][CH3:18])[CH2:4][CH2:5][NH:6][C:7]1[C:8]([NH2:16])=[CH:9][C:10]([N+:13]([O-:15])=[O:14])=[CH:11][CH:12]=1)[CH3:2].[CH2:19]([O:21][C:22]1[CH:27]=[CH:26][C:25]([CH2:28][C:29](O)=[O:30])=[CH:24][CH:23]=1)[CH3:20].C(OC1C=CC2C(=CC=CC=2)N1C(OCC)=O)C. Product: [CH2:17]([N:3]([CH2:1][CH3:2])[CH2:4][CH2:5][NH:6][C:7]1[CH:12]=[CH:11][C:10]([N+:13]([O-:15])=[O:14])=[CH:9][C:8]=1[NH:16][C:29](=[O:30])[CH2:28][C:25]1[CH:26]=[CH:27][C:22]([O:21][CH2:19][CH3:20])=[CH:23][CH:24]=1)[CH3:18]. The catalyst class is: 4.